The task is: Regression/Classification. Given a drug SMILES string, predict its toxicity properties. Task type varies by dataset: regression for continuous values (e.g., LD50, hERG inhibition percentage) or binary classification for toxic/non-toxic outcomes (e.g., AMES mutagenicity, cardiotoxicity, hepatotoxicity). Dataset: herg_karim.. This data is from hERG potassium channel inhibition data for cardiac toxicity prediction from Karim et al.. (1) The compound is COC1COCCC1N[C@@H]1C[C@H]2CN(C(=O)/C=C/C(C)(C)C)C[C@@]2(C(=O)N2CCc3ncc(C(F)(F)F)cc3C2)C1. The result is 0 (non-blocker). (2) The molecule is Cc1ccc2c(-c3nnc(SCCCN4CCc5cc6nc(C(C)(C)C)oc6c(Br)c5CC4)n3C)cccc2n1. The result is 1 (blocker).